Dataset: Peptide-MHC class II binding affinity with 134,281 pairs from IEDB. Task: Regression. Given a peptide amino acid sequence and an MHC pseudo amino acid sequence, predict their binding affinity value. This is MHC class II binding data. The peptide sequence is QLIQLINVDEVNQIVTT. The MHC is DRB1_0401 with pseudo-sequence DRB1_0401. The binding affinity (normalized) is 0.511.